Predict the reactants needed to synthesize the given product. From a dataset of Full USPTO retrosynthesis dataset with 1.9M reactions from patents (1976-2016). (1) Given the product [C:19]1([CH2:18][C:17]([O:16][CH2:15][CH2:14][CH:11]2[CH2:12][CH2:13][NH:8][CH2:9][CH2:10]2)=[O:25])[CH:24]=[CH:23][CH:22]=[CH:21][CH:20]=1, predict the reactants needed to synthesize it. The reactants are: C(OC([N:8]1[CH2:13][CH2:12][CH:11]([CH2:14][CH2:15][O:16][C:17](=[O:25])[CH2:18][C:19]2[CH:24]=[CH:23][CH:22]=[CH:21][CH:20]=2)[CH2:10][CH2:9]1)=O)(C)(C)C.Cl.CCOCC. (2) Given the product [N-:1]=[C:10]=[O:16].[N-:1]=[C:10]=[O:16].[C:22]1([CH2:28][C:6]2[CH:5]=[CH:13][CH:12]=[CH:11][CH:10]=2)[CH:27]=[CH:26][CH:25]=[CH:24][CH:23]=1, predict the reactants needed to synthesize it. The reactants are: [NH:1]([CH2:5][CH2:6]O)CCO.II.[C:10]1(=[O:16])O[C:13](=O)[CH:12]=[CH:11]1.P(=O)(O)(O)O.[C:22]1([CH3:28])[CH:27]=[CH:26][CH:25]=[CH:24][CH:23]=1.